From a dataset of Reaction yield outcomes from USPTO patents with 853,638 reactions. Predict the reaction yield, written as a fraction of the theoretical maximum amount of product (1.0 means a 100% yield; for example, 0.34 means a 34% yield). (1) The reactants are [C:1]([C:3]1[CH:4]=[C:5]([C:9]2[CH:10]=[CH:11][C:12]3[O:16][C:15]([C:17]4[CH:22]=[CH:21][C:20]([F:23])=[CH:19][CH:18]=4)=[C:14]([C:24]([NH:26][CH3:27])=[O:25])[C:13]=3[CH:28]=2)[CH:6]=[CH:7][CH:8]=1)#[N:2].N[C@H:30]([CH:33]([CH3:35])[CH3:34])[CH2:31][OH:32]. The catalyst is C1(Cl)C=CC=CC=1.[Cl-].[Zn+2].[Cl-]. The product is [F:23][C:20]1[CH:21]=[CH:22][C:17]([C:15]2[O:16][C:12]3[CH:11]=[CH:10][C:9]([C:5]4[CH:6]=[CH:7][CH:8]=[C:3]([C:1]5[O:32][CH2:31][C@@H:30]([CH:33]([CH3:35])[CH3:34])[N:2]=5)[CH:4]=4)=[CH:28][C:13]=3[C:14]=2[C:24]([NH:26][CH3:27])=[O:25])=[CH:18][CH:19]=1. The yield is 0.250. (2) The product is [C:1]([C:5]1[CH:10]=[C:9]([Br:11])[C:8]([N+:12]([O-:14])=[O:13])=[CH:7][C:6]=1[O:15][CH3:16])([CH3:4])([CH3:2])[CH3:3]. The yield is 0.690. The catalyst is CN(C=O)C.O. The reactants are [C:1]([C:5]1[CH:10]=[C:9]([Br:11])[C:8]([N+:12]([O-:14])=[O:13])=[CH:7][C:6]=1[OH:15])([CH3:4])([CH3:3])[CH3:2].[C:16]([O-])([O-])=O.[Cs+].[Cs+].CI. (3) The reactants are [C:1](Cl)(=[O:4])[CH:2]=[CH2:3].[CH2:6]([O:8][C:9](=[O:17])[C:10]1[CH:15]=[CH:14][C:13]([NH2:16])=[CH:12][CH:11]=1)[CH3:7].C(N(CC)CC)C. The catalyst is ClCCl. The product is [CH2:6]([O:8][C:9](=[O:17])[C:10]1[CH:15]=[CH:14][C:13]([NH:16][C:1](=[O:4])[CH:2]=[CH2:3])=[CH:12][CH:11]=1)[CH3:7]. The yield is 0.760. (4) The reactants are S([O-])([O-])=O.[Na+].[Na+].[F:7][C:8]1[CH:13]=[C:12]([F:14])[C:11]([F:15])=[CH:10][C:9]=1[S:16](Cl)(=[O:18])=[O:17].S(Cl)(Cl)(=O)=O.[OH-].[Na+].OS(O)(=O)=O. The catalyst is O.O1CCOCC1. The product is [F:7][C:8]1[CH:13]=[C:12]([F:14])[C:11]([F:15])=[CH:10][C:9]=1[S:16]([OH:18])=[O:17]. The yield is 1.00.